Dataset: Forward reaction prediction with 1.9M reactions from USPTO patents (1976-2016). Task: Predict the product of the given reaction. Given the reactants [CH2:1]([O:3][C:4](=[O:25])[CH2:5][C:6]1[CH:7]=[C:8]([C:13]2[CH:18]=[CH:17][C:16]([C:19]([F:22])([F:21])[F:20])=[CH:15][C:14]=2[CH:23]=O)[CH:9]=[C:10]([Cl:12])[CH:11]=1)[CH3:2].[CH2:26]([NH2:28])[CH3:27], predict the reaction product. The product is: [CH2:1]([O:3][C:4](=[O:25])[CH2:5][C:6]1[CH:7]=[C:8]([C:13]2[CH:18]=[CH:17][C:16]([C:19]([F:20])([F:21])[F:22])=[CH:15][C:14]=2[CH2:23][NH:28][CH2:26][CH3:27])[CH:9]=[C:10]([Cl:12])[CH:11]=1)[CH3:2].